Dataset: Peptide-MHC class I binding affinity with 185,985 pairs from IEDB/IMGT. Task: Regression. Given a peptide amino acid sequence and an MHC pseudo amino acid sequence, predict their binding affinity value. This is MHC class I binding data. (1) The peptide sequence is HTAAPWGSY. The MHC is HLA-A30:01 with pseudo-sequence HLA-A30:01. The binding affinity (normalized) is 0.0847. (2) The MHC is Mamu-A01 with pseudo-sequence Mamu-A01. The binding affinity (normalized) is 0.467. The peptide sequence is KSPAEGANFP. (3) The peptide sequence is LTFLDCLYY. The MHC is HLA-A03:01 with pseudo-sequence HLA-A03:01. The binding affinity (normalized) is 0.523. (4) The peptide sequence is FAEGVIAFL. The MHC is HLA-A25:01 with pseudo-sequence HLA-A25:01. The binding affinity (normalized) is 0.0847. (5) The peptide sequence is ITTSVLKSFF. The MHC is H-2-Kb with pseudo-sequence H-2-Kb. The binding affinity (normalized) is 0.192.